This data is from Full USPTO retrosynthesis dataset with 1.9M reactions from patents (1976-2016). The task is: Predict the reactants needed to synthesize the given product. (1) The reactants are: C(O)C.[CH2:4]([O:11][C:12]1[CH:17]=[CH:16][C:15]([N+:18]([O-])=O)=[CH:14][CH:13]=1)[C:5]1[CH:10]=[CH:9][CH:8]=[CH:7][CH:6]=1.[S-2].[Na+].[Na+]. Given the product [CH2:4]([O:11][C:12]1[CH:13]=[CH:14][C:15]([NH2:18])=[CH:16][CH:17]=1)[C:5]1[CH:6]=[CH:7][CH:8]=[CH:9][CH:10]=1, predict the reactants needed to synthesize it. (2) Given the product [CH3:1][O:2][C:3]([C:5]1[C:18]([NH:19][C:20]2[CH:25]=[CH:24][C:23]([Br:26])=[CH:22][C:21]=2[Cl:27])=[C:17]([F:28])[C:8]2[N:9]=[CH:10][N:11]([CH2:12][CH2:13][C:14](=[O:15])[N:35]3[CH2:30][CH2:29][CH2:34][CH2:33]3)[C:7]=2[CH:6]=1)=[O:4], predict the reactants needed to synthesize it. The reactants are: [CH3:1][O:2][C:3]([C:5]1[C:18]([NH:19][C:20]2[CH:25]=[CH:24][C:23]([Br:26])=[CH:22][C:21]=2[Cl:27])=[C:17]([F:28])[C:8]2[N:9]=[CH:10][N:11]([CH2:12][CH2:13][C:14](O)=[O:15])[C:7]=2[CH:6]=1)=[O:4].[CH:29]1[CH:30]=CC2N(O)N=[N:35][C:33]=2[CH:34]=1.O.CCN(CC)CC.N1CCCC1.CCN=C=NCCCN(C)C.Cl. (3) Given the product [N:33]1[CH:38]=[CH:37][CH:36]=[CH:35][C:34]=1[C@H:39]([NH:42][C:24]([C:19]1[CH:20]=[N:21][C:22]2[C:17]([CH:18]=1)=[CH:16][CH:15]=[C:14]([NH:13][C:11](=[O:12])[C:10]1[CH:27]=[CH:28][CH:29]=[CH:30][C:9]=1[C:6]1[CH:5]=[CH:4][C:3]([C:2]([F:1])([F:31])[F:32])=[CH:8][N:7]=1)[CH:23]=2)=[O:25])[CH2:40][CH3:41], predict the reactants needed to synthesize it. The reactants are: [F:1][C:2]([F:32])([F:31])[C:3]1[CH:4]=[CH:5][C:6]([C:9]2[CH:30]=[CH:29][CH:28]=[CH:27][C:10]=2[C:11]([NH:13][C:14]2[CH:23]=[C:22]3[C:17]([CH:18]=[C:19]([C:24](O)=[O:25])[CH:20]=[N:21]3)=[CH:16][CH:15]=2)=[O:12])=[N:7][CH:8]=1.[N:33]1[CH:38]=[CH:37][CH:36]=[CH:35][C:34]=1[C@H:39]([NH2:42])[CH2:40][CH3:41].Cl.CN(C)CCCN=C=NCC.ON1C2C=CC=CC=2N=N1.C(N(CC)CC)C. (4) Given the product [CH3:10][O:8][C:7]([C@H:4]1[CH2:3][C@@H:2]([OH:1])[CH2:6][NH:5]1)=[O:9], predict the reactants needed to synthesize it. The reactants are: [OH:1][C@H:2]1[CH2:6][NH:5][C@@H:4]([C:7]([OH:9])=[O:8])[CH2:3]1.[CH3:10]O.